From a dataset of Forward reaction prediction with 1.9M reactions from USPTO patents (1976-2016). Predict the product of the given reaction. (1) Given the reactants Br[C:2]1[C:3]([NH2:14])=[CH:4][C:5]([N:8]2[CH2:13][CH2:12][O:11][CH2:10][CH2:9]2)=[N:6][CH:7]=1.C1(P(C2CCCCC2)C2CCCCC2)CCCCC1.[CH3:34][S:35]([C:38]1[CH:43]=[CH:42][C:41](B(O)O)=[CH:40][CH:39]=1)(=[O:37])=[O:36].[O-]P([O-])([O-])=O.[K+].[K+].[K+], predict the reaction product. The product is: [CH3:34][S:35]([C:38]1[CH:43]=[CH:42][C:41]([C:2]2[C:3]([NH2:14])=[CH:4][C:5]([N:8]3[CH2:13][CH2:12][O:11][CH2:10][CH2:9]3)=[N:6][CH:7]=2)=[CH:40][CH:39]=1)(=[O:37])=[O:36]. (2) The product is: [NH2:1][C:4]1[CH:5]=[N:6][C:7]2[C:12]([C:13]=1[NH:14][CH2:15][CH2:16][NH:17][C:18](=[O:24])[O:19][C:20]([CH3:22])([CH3:21])[CH3:23])=[CH:11][CH:10]=[CH:9][CH:8]=2. Given the reactants [N+:1]([C:4]1[CH:5]=[N:6][C:7]2[C:12]([C:13]=1[NH:14][CH2:15][CH2:16][NH:17][C:18](=[O:24])[O:19][C:20]([CH3:23])([CH3:22])[CH3:21])=[CH:11][CH:10]=[CH:9][CH:8]=2)([O-])=O, predict the reaction product. (3) Given the reactants [C:1]1([CH2:7][CH2:8][C:9]([C@@H:11]2[CH2:16][CH2:15][C@H:14]([CH2:17][NH:18][C:19](=[O:25])[O:20][C:21]([CH3:24])([CH3:23])[CH3:22])[CH2:13][CH2:12]2)=[O:10])[CH:6]=[CH:5][CH:4]=[CH:3][CH:2]=1.[BH4-].[Na+], predict the reaction product. The product is: [OH:10][CH:9]([C@@H:11]1[CH2:16][CH2:15][C@H:14]([CH2:17][NH:18][C:19](=[O:25])[O:20][C:21]([CH3:23])([CH3:22])[CH3:24])[CH2:13][CH2:12]1)[CH2:8][CH2:7][C:1]1[CH:6]=[CH:5][CH:4]=[CH:3][CH:2]=1. (4) The product is: [Cl:36][C:27]1[CH:28]=[C:29]([O:32][CH:33]([CH3:35])[CH3:34])[CH:30]=[CH:31][C:26]=1[CH2:25][N:9]1[CH2:10][CH2:11][C:12]2[C:17](=[CH:16][CH:15]=[C:14]([CH:18]([NH:20][C:21](=[O:23])[CH3:22])[CH3:19])[CH:13]=2)[CH2:8]1. Given the reactants OC(C(F)(F)F)=O.[CH2:8]1[C:17]2[C:12](=[CH:13][C:14]([CH:18]([NH:20][C:21](=[O:23])[CH3:22])[CH3:19])=[CH:15][CH:16]=2)[CH2:11][CH2:10][NH:9]1.Br[CH2:25][C:26]1[CH:31]=[CH:30][C:29]([O:32][CH:33]([CH3:35])[CH3:34])=[CH:28][C:27]=1[Cl:36], predict the reaction product. (5) Given the reactants [NH:1]1[CH:5]=[N:4][CH:3]=[N:2]1.[Br:6][C:7]1[CH:8]=[N:9][CH:10]=[C:11]([CH2:13]Cl)[CH:12]=1, predict the reaction product. The product is: [Br:6][C:7]1[CH:8]=[N:9][CH:10]=[C:11]([CH2:13][N:1]2[CH:5]=[N:4][CH:3]=[N:2]2)[CH:12]=1. (6) Given the reactants C(N(CC)CC)C.[Br:8][C:9]1[CH:10]=[C:11]([CH:15]=[CH:16][CH:17]=1)[C:12](Cl)=[O:13].[NH2:18][C:19]1[CH:31]=[C:30]([O:32][C:33]2[CH:38]=[CH:37][CH:36]=[CH:35][CH:34]=2)[CH:29]=[CH:28][C:20]=1[C:21]([O:23][C:24]([CH3:27])([CH3:26])[CH3:25])=[O:22].C(=O)([O-])O.[Na+], predict the reaction product. The product is: [Br:8][C:9]1[CH:10]=[C:11]([CH:15]=[CH:16][CH:17]=1)[C:12]([NH:18][C:19]1[CH:31]=[C:30]([O:32][C:33]2[CH:38]=[CH:37][CH:36]=[CH:35][CH:34]=2)[CH:29]=[CH:28][C:20]=1[C:21]([O:23][C:24]([CH3:25])([CH3:26])[CH3:27])=[O:22])=[O:13]. (7) Given the reactants [S:1]1[CH:5]=[CH:4][CH:3]=[C:2]1[CH2:6][CH:7]([C:9]([OH:11])=[O:10])[NH2:8].C([O-])([O-])=O.[K+].[K+].[C:18](Cl)([O:20][CH2:21][C:22]1[CH:27]=[CH:26][CH:25]=[CH:24][CH:23]=1)=[O:19].CCOC(C)=O, predict the reaction product. The product is: [CH2:21]([O:20][C:18]([NH:8][CH:7]([C:9]([OH:11])=[O:10])[CH2:6][C:2]1[S:1][CH:5]=[CH:4][CH:3]=1)=[O:19])[C:22]1[CH:27]=[CH:26][CH:25]=[CH:24][CH:23]=1.